The task is: Predict the reactants needed to synthesize the given product.. This data is from Full USPTO retrosynthesis dataset with 1.9M reactions from patents (1976-2016). (1) Given the product [Cl:1][C:2]1[CH:7]=[CH:6][N:5]=[C:4]2[N:8]([S:12]([C:15]3[CH:21]=[CH:20][C:18]([CH3:19])=[CH:17][CH:16]=3)(=[O:14])=[O:13])[C:9]([C:28]3([OH:27])[CH2:29][CH2:30][N:31]([C:34]([O:36][C:37]([CH3:39])([CH3:38])[CH3:40])=[O:35])[CH2:32][CH2:33]3)=[CH:10][C:3]=12, predict the reactants needed to synthesize it. The reactants are: [Cl:1][C:2]1[CH:7]=[CH:6][N:5]=[C:4]2[N:8]([S:12]([C:15]3[CH:21]=[CH:20][C:18]([CH3:19])=[CH:17][CH:16]=3)(=[O:14])=[O:13])[C:9](I)=[CH:10][C:3]=12.C([Li])CCC.[O:27]=[C:28]1[CH2:33][CH2:32][N:31]([C:34]([O:36][C:37]([CH3:40])([CH3:39])[CH3:38])=[O:35])[CH2:30][CH2:29]1. (2) The reactants are: [Br:1][C:2]1[C:3]([O:9][CH3:10])=[C:4]([CH:6]=[CH:7][CH:8]=1)[NH2:5].[N:11]([O-])=O.[Na+].[Sn](Cl)Cl. Given the product [Br:1][C:2]1[C:3]([O:9][CH3:10])=[C:4]([NH:5][NH2:11])[CH:6]=[CH:7][CH:8]=1, predict the reactants needed to synthesize it.